From a dataset of Full USPTO retrosynthesis dataset with 1.9M reactions from patents (1976-2016). Predict the reactants needed to synthesize the given product. (1) Given the product [Cl:17][C:18]1[CH:19]=[C:20]([CH:24]=[C:25]([Cl:29])[C:26]=1[O:27][CH3:28])[C:21]([N:3]1[C:4]2[CH:9]=[CH:8][CH:7]=[CH:6][C:5]=2[S:1][CH2:2]1)=[O:22], predict the reactants needed to synthesize it. The reactants are: [S:1]1[C:5]2[CH:6]=[CH:7][CH:8]=[CH:9][C:4]=2[NH:3][CH2:2]1.C(N(CC)CC)C.[Cl:17][C:18]1[CH:19]=[C:20]([CH:24]=[C:25]([Cl:29])[C:26]=1[O:27][CH3:28])[C:21](Cl)=[O:22]. (2) Given the product [CH2:32]([N:30]1[N:29]=[N:28][C:27]([CH2:26][N:5]2[C:4]3[CH:3]=[C:2]([C:37]4[CH:36]=[C:35]([F:34])[CH:40]=[CH:39][C:38]=4[O:44][CH3:45])[S:10][C:9]=3[C:8](=[O:11])[N:7]([CH:12]3[CH2:13][CH2:14][N:15]([C:18]([O:20][C:21]([CH3:24])([CH3:22])[CH3:23])=[O:19])[CH2:16][CH2:17]3)[C:6]2=[O:25])=[N:31]1)[CH3:33], predict the reactants needed to synthesize it. The reactants are: Br[C:2]1[S:10][C:9]2[C:8](=[O:11])[N:7]([CH:12]3[CH2:17][CH2:16][N:15]([C:18]([O:20][C:21]([CH3:24])([CH3:23])[CH3:22])=[O:19])[CH2:14][CH2:13]3)[C:6](=[O:25])[N:5]([CH2:26][C:27]3[N:28]=[N:29][N:30]([CH2:32][CH3:33])[N:31]=3)[C:4]=2[CH:3]=1.[F:34][C:35]1[CH:36]=[CH:37][C:38]([O:44][CH3:45])=[C:39](B(O)O)[CH:40]=1.C(=O)([O-])[O-].[Cs+].[Cs+].